From a dataset of Catalyst prediction with 721,799 reactions and 888 catalyst types from USPTO. Predict which catalyst facilitates the given reaction. The catalyst class is: 4. Product: [F:32][C:33]([F:38])([F:37])[C:34]([OH:36])=[O:35].[F:32][C:33]([F:38])([F:37])[C:34]([OH:36])=[O:35].[F:32][C:33]([F:38])([F:37])[C:34]([OH:36])=[O:35].[F:18][C:15]([F:16])([F:17])[CH2:14][CH2:13][C:11]1[N:10]=[C:9]([CH:19]2[CH2:20][CH2:21][NH:22][CH2:23][CH2:24]2)[N:8]([CH2:7][CH2:6][N:1]2[CH2:2][CH2:3][CH2:4][CH2:5]2)[CH:12]=1. Reactant: [N:1]1([CH2:6][CH2:7][N:8]2[CH:12]=[C:11]([CH2:13][CH2:14][C:15]([F:18])([F:17])[F:16])[N:10]=[C:9]2[CH:19]2[CH2:24][CH2:23][N:22](C(OC(C)(C)C)=O)[CH2:21][CH2:20]2)[CH2:5][CH2:4][CH2:3][CH2:2]1.[F:32][C:33]([F:38])([F:37])[C:34]([OH:36])=[O:35].